Dataset: Retrosynthesis with 50K atom-mapped reactions and 10 reaction types from USPTO. Task: Predict the reactants needed to synthesize the given product. (1) Given the product CC(C)[C@H](N)CNC(=O)[C@@H](NC(=O)OCc1ccccc1)C(C)C, predict the reactants needed to synthesize it. The reactants are: CC(C)[C@@H](CNC(=O)[C@@H](NC(=O)OCc1ccccc1)C(C)C)NC(=O)OC(C)(C)C. (2) Given the product CN(C)CCCNc1nc(CN2CCN(C(c3ccc(Cl)cc3)c3ccc(Cl)cc3)CC2)nc2ccccc12, predict the reactants needed to synthesize it. The reactants are: CN(C)CCCNc1nc(CN2CCNCC2)nc2ccccc12.Clc1ccc(C(Cl)c2ccc(Cl)cc2)cc1. (3) Given the product CCOC(=O)/C=C/c1cc2ccccc2s1, predict the reactants needed to synthesize it. The reactants are: CCOC(=O)CP(=O)(OCC)OCC.CC[O-].O=Cc1cc2ccccc2s1. (4) Given the product COc1ccc(Cn2ncc3cc(/C=C4\SC(=O)N(CCCN(C)C)C4=O)ccc32)c(C(F)(F)F)c1, predict the reactants needed to synthesize it. The reactants are: CN(C)CCCCl.COc1ccc(Cn2ncc3cc(/C=C4\SC(=O)NC4=O)ccc32)c(C(F)(F)F)c1. (5) Given the product O=C(O)C(Sc1nc2cccnc2s1)c1ccccc1, predict the reactants needed to synthesize it. The reactants are: O=C(O)C(Br)c1ccccc1.Sc1nc2cccnc2s1.